This data is from Peptide-MHC class II binding affinity with 134,281 pairs from IEDB. The task is: Regression. Given a peptide amino acid sequence and an MHC pseudo amino acid sequence, predict their binding affinity value. This is MHC class II binding data. (1) The peptide sequence is GQIGNDPNRDIL. The MHC is DRB1_0701 with pseudo-sequence DRB1_0701. The binding affinity (normalized) is 0. (2) The peptide sequence is QEYHRLIHSLAKTNN. The MHC is DRB1_0101 with pseudo-sequence DRB1_0101. The binding affinity (normalized) is 1.00.